From a dataset of Catalyst prediction with 721,799 reactions and 888 catalyst types from USPTO. Predict which catalyst facilitates the given reaction. (1) Reactant: [CH:1]1([NH:7][C:8]([C:10]2[N:11]([C:16]3[CH:21]=[CH:20][C:19]([OH:22])=[CH:18][CH:17]=3)[N:12]=[C:13]([CH3:15])[CH:14]=2)=[O:9])[CH2:6][CH2:5][CH2:4][CH2:3][CH2:2]1.C1(P(C2C=CC=CC=2)C2C=CC=CC=2)C=CC=CC=1.[C:42]([O:46][C:47]([N:49]1[CH2:54][CH2:53][CH:52](O)[CH2:51][CH2:50]1)=[O:48])([CH3:45])([CH3:44])[CH3:43].CC(OC(/N=N/C(OC(C)C)=O)=O)C. Product: [C:42]([O:46][C:47]([N:49]1[CH2:54][CH2:53][CH:52]([O:22][C:19]2[CH:20]=[CH:21][C:16]([N:11]3[C:10]([C:8](=[O:9])[NH:7][CH:1]4[CH2:2][CH2:3][CH2:4][CH2:5][CH2:6]4)=[CH:14][C:13]([CH3:15])=[N:12]3)=[CH:17][CH:18]=2)[CH2:51][CH2:50]1)=[O:48])([CH3:45])([CH3:43])[CH3:44]. The catalyst class is: 7. (2) Reactant: [F:1][C@H:2]1[C@@H:7]([O:8][C:9]2[CH:16]=[CH:15][C:14]([C:17]3[N:22]=[C:21]([NH:23][C:24]4[CH:29]=[CH:28][C:27]([N:30]5[CH2:35][CH2:34][NH:33][CH2:32][C@@H:31]5[CH3:36])=[C:26]([O:37][CH3:38])[CH:25]=4)[N:20]=[CH:19][N:18]=3)=[CH:13][C:10]=2[C:11]#[N:12])[CH2:6][CH2:5][N:4]([C:39](=[O:43])[C@@H:40]([OH:42])[CH3:41])[CH2:3]1.C=O.[C:46](O[BH-](OC(=O)C)OC(=O)C)(=O)C.[Na+]. Product: [CH3:36][C@H:31]1[CH2:32][N:33]([CH3:46])[CH2:34][CH2:35][N:30]1[C:27]1[CH:28]=[CH:29][C:24]([NH:23][C:21]2[N:20]=[CH:19][N:18]=[C:17]([C:14]3[CH:15]=[CH:16][C:9]([O:8][C@H:7]4[CH2:6][CH2:5][N:4]([C:39](=[O:43])[C@@H:40]([OH:42])[CH3:41])[CH2:3][C@H:2]4[F:1])=[C:10]([CH:13]=3)[C:11]#[N:12])[N:22]=2)=[CH:25][C:26]=1[O:37][CH3:38]. The catalyst class is: 5. (3) Reactant: [CH2:1]([N:8]1[CH2:13][CH2:12][N:11]([C:14]([O:16][C:17]([CH3:20])([CH3:19])[CH3:18])=[O:15])[C@H:10]([CH:21]=[O:22])[CH2:9]1)[C:2]1[CH:7]=[CH:6][CH:5]=[CH:4][CH:3]=1.[CH3:23][O:24][C:25]1[CH:26]=[C:27]([Mg]Br)[CH:28]=[CH:29][CH:30]=1.[Cl-].[NH4+]. Product: [CH2:1]([N:8]1[CH2:13][CH2:12][N:11]([C:14]([O:16][C:17]([CH3:18])([CH3:19])[CH3:20])=[O:15])[C@H:10]([CH:21]([OH:22])[C:29]2[CH:28]=[CH:27][CH:26]=[C:25]([O:24][CH3:23])[CH:30]=2)[CH2:9]1)[C:2]1[CH:7]=[CH:6][CH:5]=[CH:4][CH:3]=1. The catalyst class is: 1. (4) Reactant: [H-].[Na+].[C:3]([O:7][CH2:8][CH3:9])(=[O:6])[CH2:4][OH:5].C([O:12][C:13]([C:15]1[CH:20]=[CH:19][N:18]=[N:17][C:16]=1Cl)=O)C. Product: [CH2:8]([O:7][C:3]([C:4]1[O:5][C:16]2[N:17]=[N:18][CH:19]=[CH:20][C:15]=2[C:13]=1[OH:12])=[O:6])[CH3:9]. The catalyst class is: 57. (5) Reactant: [Cl:1][C:2]1[C:9]([CH:10](Br)Br)=[CH:8][CH:7]=[C:6]([F:13])[C:3]=1[C:4]#[N:5].[OH-:14].[Na+]. Product: [Cl:1][C:2]1[C:9]([CH:10]=[O:14])=[CH:8][CH:7]=[C:6]([F:13])[C:3]=1[C:4]#[N:5]. The catalyst class is: 65. (6) Reactant: Br[C:2]1[CH:3]=[C:4]2[C:9](=[CH:10][CH:11]=1)[N:8]([C@@H:12]([CH:22]([CH3:24])[CH3:23])[CH2:13][O:14][Si:15]([C:18]([CH3:21])([CH3:20])[CH3:19])([CH3:17])[CH3:16])[CH:7]=[C:6]([C:25]([O:27][CH2:28][CH3:29])=[O:26])[C:5]2=[O:30].[F:31][C:32]1[CH:37]=[CH:36][C:35]([CH2:38][NH2:39])=[CH:34][CH:33]=1.C1C=CC(P(C2C(C3C(P(C4C=CC=CC=4)C4C=CC=CC=4)=CC=C4C=3C=CC=C4)=C3C(C=CC=C3)=CC=2)C2C=CC=CC=2)=CC=1.C([O-])([O-])=O.[Cs+].[Cs+]. Product: [Si:15]([O:14][CH2:13][C@@H:12]([N:8]1[C:9]2[C:4](=[CH:3][C:2]([NH:39][CH2:38][C:35]3[CH:36]=[CH:37][C:32]([F:31])=[CH:33][CH:34]=3)=[CH:11][CH:10]=2)[C:5](=[O:30])[C:6]([C:25]([O:27][CH2:28][CH3:29])=[O:26])=[CH:7]1)[CH:22]([CH3:23])[CH3:24])([C:18]([CH3:19])([CH3:20])[CH3:21])([CH3:17])[CH3:16]. The catalyst class is: 222. (7) Reactant: [O:1]1[CH2:6][CH2:5][CH:4]([CH2:7][NH2:8])[CH2:3][CH2:2]1.C(N(CC)CC)C.O1CCCC1.[C:21](Cl)(=[O:29])/[CH:22]=[CH:23]/[CH2:24][CH2:25][CH2:26][CH2:27][CH3:28]. Product: [O:1]1[CH2:6][CH2:5][CH:4]([CH2:7][NH:8][C:21](=[O:29])/[CH:22]=[CH:23]/[CH2:24][CH2:25][CH2:26][CH2:27][CH3:28])[CH2:3][CH2:2]1. The catalyst class is: 6.